From a dataset of Forward reaction prediction with 1.9M reactions from USPTO patents (1976-2016). Predict the product of the given reaction. (1) Given the reactants [Sn](Cl)Cl.[F:4][C:5]1[CH:6]=[C:7]([N+:13]([O-])=O)[C:8]([C:11]#N)=[N:9][CH:10]=1.Cl.S(Cl)(Cl)=[O:18].C[CH2:22][OH:23], predict the reaction product. The product is: [NH2:13][C:7]1[C:8]([C:11]([O:23][CH3:22])=[O:18])=[N:9][CH:10]=[C:5]([F:4])[CH:6]=1. (2) Given the reactants Cl[C:2]1[C:3]([C:24]([NH:26]C2C=CC=CC=2)=O)=[CH:4][C:5]2[N:6](C(CC3CCC(F)(F)CC3)=C(C(F)(F)C)[N:10]=2)[CH:7]=1.[Cl:33]C1C(C(O)=O)=CC2N(C(CC3CCC(F)(F)CC3)=C(C(F)(F)C)N=2)C=1.NC1C=CC=CC=1, predict the reaction product. The product is: [NH2:10][C:5]1[C:4]([Cl:33])=[C:3]([C:24]#[N:26])[CH:2]=[CH:7][N:6]=1. (3) Given the reactants [Cl:1][C:2]1[N:7]=[N:6][C:5]([NH2:8])=[CH:4][CH:3]=1.C(=O)([O-])[O-].[Na+].[Na+].[Br:15]Br, predict the reaction product. The product is: [Br:15][C:4]1[CH:3]=[C:2]([Cl:1])[N:7]=[N:6][C:5]=1[NH2:8]. (4) Given the reactants C1C(CC2C=CC(N=C=O)=CC=2)=CC=C(N=C=O)C=1.[CH3:20][CH:21]([CH2:23][C@@H:24]1[N:33]2[C:34]([C@@:36]([NH:41][C:42]([C@@H:44]3[CH:60]=[C:59]4[C@@H:47]([CH2:48][C:49]5[C:50]6[C:51]4=[CH:52][CH:53]=[CH:54][C:55]=6[NH:56][C:57]=5[Br:58])[N:46]([CH3:61])[CH2:45]3)=[O:43])([CH:38]([CH3:40])[CH3:39])[O:37][C@@:32]2([OH:62])[C@H:31]2[N:27]([CH2:28][CH2:29][CH2:30]2)[C:25]1=[O:26])=[O:35])[CH3:22].CS(O)(=O)=O, predict the reaction product. The product is: [CH3:22][CH:21]([CH2:23][C@@H:24]1[N:33]2[C:34]([C@@:36]([NH:41][C:42]([C@@H:44]3[CH:60]=[C:59]4[C@@H:47]([CH2:48][C:49]5[C:50]6[C:51]4=[CH:52][CH:53]=[CH:54][C:55]=6[NH:56][C:57]=5[Br:58])[N:46]([CH3:61])[CH2:45]3)=[O:43])([CH:38]([CH3:39])[CH3:40])[O:37][C@@:32]2([OH:62])[C@H:31]2[N:27]([CH2:28][CH2:29][CH2:30]2)[C:25]1=[O:26])=[O:35])[CH3:20]. (5) Given the reactants Cl.Cl.[CH3:3][C:4]1[NH:8][C:7]2[CH:9]=[CH:10][C:11]([NH:13][NH2:14])=[CH:12][C:6]=2[N:5]=1.[C:15]1([S:21]([N:24]2[C:32]3[C:27](=[CH:28][CH:29]=[CH:30][CH:31]=3)[CH:26]=[C:25]2[C:33]([C:35](=[CH:38]N(C)C)[C:36]#[N:37])=[O:34])(=[O:23])=[O:22])[CH:20]=[CH:19][CH:18]=[CH:17][CH:16]=1, predict the reaction product. The product is: [NH2:37][C:36]1[N:13]([C:11]2[CH:10]=[CH:9][C:7]3[NH:8][C:4]([CH3:3])=[N:5][C:6]=3[CH:12]=2)[N:14]=[CH:38][C:35]=1[C:33]([C:25]1[N:24]([S:21]([C:15]2[CH:20]=[CH:19][CH:18]=[CH:17][CH:16]=2)(=[O:23])=[O:22])[C:32]2[C:27]([CH:26]=1)=[CH:28][CH:29]=[CH:30][CH:31]=2)=[O:34]. (6) The product is: [CH3:2][C@@H:3]([NH:11][CH2:12][C:13]#[CH:14])[CH2:4][C:5]1[CH:10]=[CH:9][CH:8]=[CH:7][CH:6]=1. Given the reactants Cl.[CH3:2][C@@H:3]([NH2+:11][CH2:12][C:13]#[CH:14])[CH2:4][C:5]1[CH:10]=[CH:9][CH:8]=[CH:7][CH:6]=1, predict the reaction product. (7) The product is: [O:39]1[C:35]2[CH:34]=[CH:33][C:32]([C:2]3[CH:7]=[CH:6][C:5]([C:8]4[N:12]([CH2:13][C@@H:14]5[CH2:18][CH2:17][N:16]([C:19]([CH:21]6[CH2:23][CH2:22]6)=[O:20])[CH2:15]5)[CH:11]=[N:10][N:9]=4)=[CH:4][CH:3]=3)=[CH:40][C:36]=2[CH:37]=[CH:38]1. Given the reactants Br[C:2]1[CH:7]=[CH:6][C:5]([C:8]2[N:12]([CH2:13][C@@H:14]3[CH2:18][CH2:17][N:16]([C:19]([CH:21]4[CH2:23][CH2:22]4)=[O:20])[CH2:15]3)[CH:11]=[N:10][N:9]=2)=[CH:4][CH:3]=1.CC1(C)C(C)(C)OB([C:32]2[CH:33]=[CH:34][C:35]3[O:39][CH:38]=[CH:37][C:36]=3[CH:40]=2)O1, predict the reaction product. (8) Given the reactants [CH2:1]([O:8][N:9]1[C:15](=[O:16])[N:14]2[CH2:17][C@H:10]1[CH2:11][CH2:12][C@H:13]2[C:18]([OH:20])=O)[C:2]1[CH:7]=[CH:6][CH:5]=[CH:4][CH:3]=1.[NH:21]([C:23]([CH:25]1[CH2:28][N:27]([C:29]([O:31][C:32]([CH3:35])([CH3:34])[CH3:33])=[O:30])[CH2:26]1)=[O:24])[NH2:22].ON1C2C=CC=CC=2N=N1.Cl.C(N=C=NCCCN(C)C)C, predict the reaction product. The product is: [CH2:1]([O:8][N:9]1[C:15](=[O:16])[N:14]2[CH2:17][C@@H:10]1[CH2:11][CH2:12][C@@H:13]2[C:18]([NH:22][NH:21][C:23]([CH:25]1[CH2:28][N:27]([C:29]([O:31][C:32]([CH3:35])([CH3:34])[CH3:33])=[O:30])[CH2:26]1)=[O:24])=[O:20])[C:2]1[CH:3]=[CH:4][CH:5]=[CH:6][CH:7]=1. (9) Given the reactants [NH2:1][C@H:2]1[CH2:6][CH2:5][N:4]([CH:7]2[CH2:12][CH2:11][N:10]([C:13]3[N:18]=[CH:17][C:16]([CH2:19][CH3:20])=[CH:15][N:14]=3)[CH2:9][CH2:8]2)[C:3]1=[O:21].F[C:23]1[CH:28]=[CH:27][C:26]([S:29]([CH2:32][CH3:33])(=[O:31])=[O:30])=[CH:25][C:24]=1[F:34].C([O-])([O-])=O.[Na+].[Na+].O, predict the reaction product. The product is: [CH2:19]([C:16]1[CH:15]=[N:14][C:13]([N:10]2[CH2:11][CH2:12][CH:7]([N:4]3[CH2:5][CH2:6][C@H:2]([NH:1][C:23]4[CH:28]=[CH:27][C:26]([S:29]([CH2:32][CH3:33])(=[O:31])=[O:30])=[CH:25][C:24]=4[F:34])[C:3]3=[O:21])[CH2:8][CH2:9]2)=[N:18][CH:17]=1)[CH3:20]. (10) Given the reactants [CH3:1][O:2][C:3]1[CH:11]=[C:10]([C:12]([F:15])([F:14])[F:13])[CH:9]=[C:8]([C:16]([F:19])([F:18])[F:17])[C:4]=1[C:5](O)=[O:6].C(Cl)(=O)C([Cl:23])=O, predict the reaction product. The product is: [CH3:1][O:2][C:3]1[CH:11]=[C:10]([C:12]([F:15])([F:14])[F:13])[CH:9]=[C:8]([C:16]([F:19])([F:18])[F:17])[C:4]=1[C:5]([Cl:23])=[O:6].